This data is from Reaction yield outcomes from USPTO patents with 853,638 reactions. The task is: Predict the reaction yield, written as a fraction of the theoretical maximum amount of product (1.0 means a 100% yield; for example, 0.34 means a 34% yield). (1) The reactants are C(OC([N:11]1[CH2:15][CH:14]2[CH2:16][CH:17]([CH2:19][O:20][C:21]3[CH:30]=[C:29]4[C:24]([C:25]([O:31][C:32]5[CH:37]=[CH:36][C:35]([NH:38][C:39]([NH:41][C:42](=[O:50])[CH2:43][C:44]6[CH:49]=[CH:48][CH:47]=[CH:46][CH:45]=6)=[S:40])=[CH:34][C:33]=5[F:51])=[N:26][CH:27]=[N:28]4)=[CH:23][C:22]=3[O:52][CH3:53])[CH2:18][CH:13]2[CH2:12]1)=O)C1C=CC=CC=1.[BrH:54]. The catalyst is CC(O)=O.CCOCC. The product is [BrH:54].[BrH:54].[F:51][C:33]1[CH:34]=[C:35]([NH:38][C:39]([NH:41][C:42](=[O:50])[CH2:43][C:44]2[CH:45]=[CH:46][CH:47]=[CH:48][CH:49]=2)=[S:40])[CH:36]=[CH:37][C:32]=1[O:31][C:25]1[C:24]2[C:29](=[CH:30][C:21]([O:20][CH2:19][CH:17]3[CH2:18][CH:13]4[CH2:12][NH:11][CH2:15][CH:14]4[CH2:16]3)=[C:22]([O:52][CH3:53])[CH:23]=2)[N:28]=[CH:27][N:26]=1. The yield is 1.00. (2) The reactants are [CH3:1][O:2][C:3](=[O:12])[C:4]1[CH:9]=[C:8]([Cl:10])[N:7]=[C:6](Cl)[CH:5]=1.[CH3:13][NH:14][CH2:15][CH2:16][CH3:17].C(=O)([O-])[O-].[Cs+].[Cs+].C1(P(C2C=CC=CC=2)C2C=CC3C(=CC=CC=3)C=2C2C3C(=CC=CC=3)C=CC=2P(C2C=CC=CC=2)C2C=CC=CC=2)C=CC=CC=1. The catalyst is C1(C)C=CC=CC=1.C([O-])(=O)C.[Pd+2].C([O-])(=O)C. The product is [CH3:1][O:2][C:3](=[O:12])[C:4]1[CH:5]=[C:6]([N:14]([CH3:13])[CH2:15][CH2:16][CH3:17])[N:7]=[C:8]([Cl:10])[CH:9]=1. The yield is 0.135.